Dataset: Full USPTO retrosynthesis dataset with 1.9M reactions from patents (1976-2016). Task: Predict the reactants needed to synthesize the given product. (1) The reactants are: [F:1][C:2]1[CH:12]=[CH:11][C:5]2[NH:6][C@@H:7]([CH3:10])[CH2:8][O:9][C:4]=2[C:3]=1[F:13].CC1C=CC(S(O)(=O)=O)=CC=1.[Na]. Given the product [F:1][C:2]1[CH:12]=[CH:11][C:5]2[NH:6][C@@H:7]([CH3:10])[CH2:8][O:9][C:4]=2[C:3]=1[F:13], predict the reactants needed to synthesize it. (2) Given the product [C:35]([CH2:34][C@H:33]([NH:32][C:12]([C:11]1[C:10]2[C:5](=[CH:6][CH:7]=[CH:8][CH:9]=2)[N:4]=[C:3]([C:15]2[CH:16]=[CH:17][CH:18]=[CH:19][CH:20]=2)[C:2]=1[OH:1])=[O:14])[C:37]1[CH:42]=[CH:41][CH:40]=[CH:39][CH:38]=1)#[N:36], predict the reactants needed to synthesize it. The reactants are: [OH:1][C:2]1[C:3]([C:15]2[CH:20]=[CH:19][CH:18]=[CH:17][CH:16]=2)=[N:4][C:5]2[C:10]([C:11]=1[C:12]([OH:14])=O)=[CH:9][CH:8]=[CH:7][CH:6]=2.C(N(CC)CC)C.S(Cl)(Cl)=O.[NH2:32][C@H:33]([C:37]1[CH:42]=[CH:41][CH:40]=[CH:39][CH:38]=1)[CH2:34][C:35]#[N:36]. (3) Given the product [Cl:1][C:2]1[N:3]=[C:4]([Cl:11])[C:5]2[C:10]([I:15])=[CH:9][NH:8][C:6]=2[N:7]=1, predict the reactants needed to synthesize it. The reactants are: [Cl:1][C:2]1[N:3]=[C:4]([Cl:11])[C:5]2[CH:10]=[CH:9][NH:8][C:6]=2[N:7]=1.C(Cl)Cl.[I:15]N1C(=O)CCC1=O. (4) Given the product [CH3:10][S:11]([C:14]1[N:19]=[C:18]([CH3:20])[C:17]([O:32][C:29](=[O:31])[CH3:30])=[CH:16][CH:15]=1)(=[O:13])=[O:12], predict the reactants needed to synthesize it. The reactants are: B(F)(F)F.CCOCC.[CH3:10][S:11]([C:14]1[N:19]=[C:18]([CH3:20])[C:17](N)=[CH:16][CH:15]=1)(=[O:13])=[O:12].N(OC(C)(C)C)=O.[C:29]([O:32]C(=O)C)(=[O:31])[CH3:30]. (5) Given the product [OH:25][CH2:24][C:23]1[S:21][C:19]([C:16]2[NH:17][C:18]3[C:14]([CH:15]=2)=[CH:13][CH:12]=[CH:11][C:10]=3[NH:9][S:6]([C:2]2[S:1][CH:5]=[CH:4][CH:3]=2)(=[O:7])=[O:8])=[N:20][CH:26]=1, predict the reactants needed to synthesize it. The reactants are: [S:1]1[CH:5]=[CH:4][CH:3]=[C:2]1[S:6]([NH:9][C:10]1[CH:11]=[CH:12][CH:13]=[C:14]2[C:18]=1[NH:17][C:16]([C:19](=[S:21])[NH2:20])=[CH:15]2)(=[O:8])=[O:7].Br[CH:23]([CH:26]=O)[CH:24]=[O:25].CN(C)C(=O)C. (6) Given the product [N:1]1([C:6]2[N:11]=[C:10]([NH:12][C:13]3[CH:14]=[C:15]([NH:22][C@@H:23]4[CH2:28][CH2:27][CH2:26][CH2:25][C@@H:24]4[NH2:29])[N:16]=[N:17][C:18]=3[C:19]([NH2:20])=[O:21])[CH:9]=[CH:8][CH:7]=2)[CH:5]=[CH:4][CH:3]=[N:2]1, predict the reactants needed to synthesize it. The reactants are: [N:1]1([C:6]2[N:11]=[C:10]([NH:12][C:13]3[CH:14]=[C:15]([NH:22][C@@H:23]4[CH2:28][CH2:27][CH2:26][CH2:25][C@@H:24]4[NH:29]C(=O)OC(C)(C)C)[N:16]=[N:17][C:18]=3[C:19](=[O:21])[NH2:20])[CH:9]=[CH:8][CH:7]=2)[CH:5]=[CH:4][CH:3]=[N:2]1.FC(F)(F)C(O)=O. (7) Given the product [C:1]1([CH3:17])[CH:2]=[CH:3][C:4]([O:7][CH2:8][CH2:9][CH2:10][CH2:11][CH2:12][CH2:13][CH2:14][CH2:15][NH:16][C:19]2[C:28]3[C:23](=[CH:24][CH:25]=[CH:26][CH:27]=3)[N:22]=[CH:21][CH:20]=2)=[CH:5][CH:6]=1, predict the reactants needed to synthesize it. The reactants are: [C:1]1([CH3:17])[CH:6]=[CH:5][C:4]([O:7][CH2:8][CH2:9][CH2:10][CH2:11][CH2:12][CH2:13][CH2:14][CH2:15][NH2:16])=[CH:3][CH:2]=1.Cl[C:19]1[C:28]2[C:23](=[CH:24][CH:25]=[CH:26][CH:27]=2)[N:22]=[CH:21][CH:20]=1.C(OCCCOCCCCCCCCNC1C2C(=CC=CC=2)N=CC=1)C. (8) The reactants are: [C:1](Cl)(=[O:5])[C:2](Cl)=[O:3].[Si:7]([O:24][C@H:25]([CH3:41])[C@H:26]([NH:36][CH2:37][C@@H:38]([OH:40])[CH3:39])[C:27]1[CH:32]=[C:31]([F:33])[C:30]([F:34])=[C:29]([F:35])[CH:28]=1)([C:20]([CH3:23])([CH3:22])[CH3:21])([C:14]1[CH:19]=[CH:18][CH:17]=[CH:16][CH:15]=1)[C:8]1[CH:13]=[CH:12][CH:11]=[CH:10][CH:9]=1. Given the product [Si:7]([O:24][C@H:25]([CH3:41])[C@H:26]([N:36]1[CH2:37][C@H:38]([CH3:39])[O:40][C:2](=[O:3])[C:1]1=[O:5])[C:27]1[CH:32]=[C:31]([F:33])[C:30]([F:34])=[C:29]([F:35])[CH:28]=1)([C:20]([CH3:22])([CH3:23])[CH3:21])([C:8]1[CH:13]=[CH:12][CH:11]=[CH:10][CH:9]=1)[C:14]1[CH:19]=[CH:18][CH:17]=[CH:16][CH:15]=1, predict the reactants needed to synthesize it.